The task is: Predict the reactants needed to synthesize the given product.. This data is from Full USPTO retrosynthesis dataset with 1.9M reactions from patents (1976-2016). (1) Given the product [CH2:34]([C:36]1[CH:41]=[CH:40][C:39]([CH3:42])=[CH:38][C:37]=1[NH:43][C:44]([NH:46][C:3]([NH:31][CH:26]1[CH2:25][C:24]2[C:28](=[CH:29][CH:30]=[C:22]([C:19]3[N:20]=[CH:21][N:17]([C:14]4[CH:15]=[CH:16][C:11]([O:10][C:9]([F:8])([F:32])[F:33])=[CH:12][CH:13]=4)[N:18]=3)[CH:23]=2)[CH2:27]1)=[O:5])=[S:45])[CH3:35], predict the reactants needed to synthesize it. The reactants are: FC(F)(F)[C:3]([OH:5])=O.[F:8][C:9]([F:33])([F:32])[O:10][C:11]1[CH:16]=[CH:15][C:14]([N:17]2[CH:21]=[N:20][C:19]([C:22]3[CH:23]=[C:24]4[C:28](=[CH:29][CH:30]=3)[CH2:27][CH:26]([NH2:31])[CH2:25]4)=[N:18]2)=[CH:13][CH:12]=1.[CH2:34]([C:36]1[CH:41]=[CH:40][C:39]([CH3:42])=[CH:38][C:37]=1[NH:43][C:44]([NH2:46])=[S:45])[CH3:35]. (2) The reactants are: C([O:8][N:9]([CH2:12][C@@H:13]([CH2:17][CH2:18][CH2:19][CH3:20])[C:14]([OH:16])=O)[CH:10]=[O:11])C1C=CC=CC=1.[CH3:21][O:22][CH2:23][CH2:24][N:25]1[C:29]2[CH:30]=[N:31][CH:32]=[CH:33][C:28]=2[N:27]=[C:26]1[C@@H:34]1[CH2:38][CH2:37][CH2:36][NH:35]1. Given the product [OH:8][N:9]([CH2:12][CH:13]([C:14]([N:35]1[CH2:36][CH2:37][CH2:38][CH:34]1[C:26]1[N:25]([CH2:24][CH2:23][O:22][CH3:21])[C:29]2[CH:30]=[N:31][CH:32]=[CH:33][C:28]=2[N:27]=1)=[O:16])[CH2:17][CH2:18][CH2:19][CH3:20])[CH:10]=[O:11], predict the reactants needed to synthesize it. (3) Given the product [CH3:49][O:50][C:51]([C:53]1[N:54]=[N:55][N:56]([CH2:58][CH2:59][NH:60][C:4](=[O:6])[C:3]2[CH:7]=[CH:8][C:9]([C:11]([F:14])([F:13])[F:12])=[CH:10][C:2]=2[F:1])[CH:57]=1)=[O:52], predict the reactants needed to synthesize it. The reactants are: [F:1][C:2]1[CH:10]=[C:9]([C:11]([F:14])([F:13])[F:12])[CH:8]=[CH:7][C:3]=1[C:4]([OH:6])=O.C(N(CC)C(C)C)(C)C.CN(C(ON1N=NC2C=CC=NC1=2)=[N+](C)C)C.F[P-](F)(F)(F)(F)F.Cl.[CH3:49][O:50][C:51]([C:53]1[N:54]=[N:55][N:56]([CH2:58][CH2:59][NH2:60])[CH:57]=1)=[O:52].